Task: Predict the product of the given reaction.. Dataset: Forward reaction prediction with 1.9M reactions from USPTO patents (1976-2016) Given the reactants [C:1]([O:5][C:6](=[O:15])[NH:7][C:8]1[S:9][C:10](I)=[C:11]([CH3:13])[N:12]=1)([CH3:4])([CH3:3])[CH3:2].C(N(CC)CC)C.[C:23]([Si:25]([CH3:28])([CH3:27])[CH3:26])#[CH:24].[NH4+].[Cl-], predict the reaction product. The product is: [C:1]([O:5][C:6](=[O:15])[NH:7][C:8]1[S:9][C:10]([C:24]#[C:23][Si:25]([CH3:28])([CH3:27])[CH3:26])=[C:11]([CH3:13])[N:12]=1)([CH3:4])([CH3:3])[CH3:2].